This data is from Reaction yield outcomes from USPTO patents with 853,638 reactions. The task is: Predict the reaction yield, written as a fraction of the theoretical maximum amount of product (1.0 means a 100% yield; for example, 0.34 means a 34% yield). (1) The catalyst is CN(C=O)C. The yield is 0.902. The product is [C:1]([C:5]1[CH:6]=[C:7]([CH:8]=[CH2:9])[CH:13]=[C:14]([C:17]([CH3:20])([CH3:19])[CH3:18])[C:15]=1[OH:16])([CH3:4])([CH3:3])[CH3:2]. The reactants are [C:1]([C:5]1[CH:6]=[C:7]([CH:13]=[C:14]([C:17]([CH3:20])([CH3:19])[CH3:18])[C:15]=1[OH:16])[CH:8]=[CH:9]C(O)=O)([CH3:4])([CH3:3])[CH3:2].O. (2) The product is [NH2:4][C@:5]1([C:22]([OH:23])=[O:45])[C@@H:9]([CH2:10][CH2:11][CH2:12][B:13]([OH:14])[OH:17])[CH2:8][N:7]([CH:38]2[CH2:39][CH2:40][CH2:41][CH2:42][CH:37]2[NH2:36])[CH2:6]1. The yield is 0.740. The reactants are C([NH:4][C@:5]1([C:22](NC(C)(C)C)=[O:23])[C@@H:9]([CH2:10][CH2:11][CH2:12][B:13]2[O:17]C(C)(C)C(C)(C)[O:14]2)[CH2:8][NH:7][CH2:6]1)(=O)C.C([NH:36][CH:37]1[CH2:42][CH2:41][CH2:40][CH2:39][C:38]1=O)(OC(C)(C)C)=O.S([O-])([O-])(=O)=[O:45].[Na+].[Na+].C(O)(=O)C.C(O[BH-](OC(=O)C)OC(=O)C)(=O)C.[Na+].C(=O)([O-])[O-].[Na+].[Na+]. The catalyst is ClCCCl. (3) The reactants are [CH2:1]([NH:3][C:4]1[C:9]([CH2:10][OH:11])=[C:8]([CH3:12])[N:7]=[C:6]([S:13][CH3:14])[N:5]=1)[CH3:2]. The catalyst is C(Cl)(Cl)Cl.[O-2].[Mn+2]. The product is [CH2:1]([NH:3][C:4]1[C:9]([CH:10]=[O:11])=[C:8]([CH3:12])[N:7]=[C:6]([S:13][CH3:14])[N:5]=1)[CH3:2]. The yield is 0.920. (4) The reactants are [CH3:1][O:2][C:3]1[S:7][C:6]2=[N:8][C:9]([C:11]3[O:12][C:13]4[CH:19]=[C:18]([O:20][CH3:21])[CH:17]=[C:16]([O:22][CH2:23][C:24]5[N:25]=[C:26]([CH:29]6[CH2:34][CH2:33][NH:32][CH2:31][CH2:30]6)[S:27][CH:28]=5)[C:14]=4[CH:15]=3)=[CH:10][N:5]2[N:4]=1.CCN(C(C)C)C(C)C.[C:44](O)(=[O:51])[C:45]1[CH:50]=[CH:49][CH:48]=[CH:47][CH:46]=1.CN(C(ON1N=NC2C=CC=NC1=2)=[N+](C)C)C.F[P-](F)(F)(F)(F)F. The catalyst is CN(C=O)C. The product is [CH3:21][O:20][C:18]1[CH:17]=[C:16]([O:22][CH2:23][C:24]2[N:25]=[C:26]([CH:29]3[CH2:34][CH2:33][N:32]([C:44]([C:45]4[CH:50]=[CH:49][CH:48]=[CH:47][CH:46]=4)=[O:51])[CH2:31][CH2:30]3)[S:27][CH:28]=2)[C:14]2[CH:15]=[C:11]([C:9]3[N:8]=[C:6]4[N:5]([CH:10]=3)[N:4]=[C:3]([O:2][CH3:1])[S:7]4)[O:12][C:13]=2[CH:19]=1. The yield is 0.399. (5) The reactants are [H-].[Na+].[NH:3]1[C:11]2[C:6](=[CH:7][CH:8]=[CH:9][CH:10]=2)[CH:5]=[C:4]1[CH:12]=O.[CH2:14]1COCC1. No catalyst specified. The product is [CH:12]([C:4]1[NH:3][C:11]2[C:6]([CH:5]=1)=[CH:7][CH:8]=[CH:9][CH:10]=2)=[CH2:14]. The yield is 0.830. (6) The reactants are [CH3:1][C:2]1[CH:3]=[C:4]([CH:9]=[CH:10][C:11]=1[CH:12]([O:14][C:15]1[CH:20]=[CH:19][CH:18]=[CH:17][CH:16]=1)[CH3:13])[C:5]([O:7]C)=[O:6].O.[OH-].[Li+].O1CCCC1.Cl. The catalyst is O.CO. The product is [CH3:1][C:2]1[CH:3]=[C:4]([CH:9]=[CH:10][C:11]=1[CH:12]([O:14][C:15]1[CH:20]=[CH:19][CH:18]=[CH:17][CH:16]=1)[CH3:13])[C:5]([OH:7])=[O:6]. The yield is 0.840. (7) The reactants are [Cl:1][C:2]1[N:7]=[C:6]2[N:8]([CH2:11][O:12][CH2:13][CH2:14][Si:15]([CH3:18])([CH3:17])[CH3:16])[CH:9]=[CH:10][C:5]2=[C:4]([O:19][C:20]2[CH:29]=[CH:28][CH:27]=[C:26]3[C:21]=2[CH:22]=[CH:23][CH:24]=[C:25]3[C:30](O)=[O:31])[CH:3]=1.[F:33][C:34]([F:43])([F:42])[C:35]1[CH:36]=[C:37]([NH2:41])[CH:38]=[CH:39][CH:40]=1. No catalyst specified. The product is [Cl:1][C:2]1[N:7]=[C:6]2[N:8]([CH2:11][O:12][CH2:13][CH2:14][Si:15]([CH3:17])([CH3:18])[CH3:16])[CH:9]=[CH:10][C:5]2=[C:4]([O:19][C:20]2[CH:29]=[CH:28][CH:27]=[C:26]3[C:21]=2[CH:22]=[CH:23][CH:24]=[C:25]3[C:30]([NH:41][C:37]2[CH:38]=[CH:39][CH:40]=[C:35]([C:34]([F:33])([F:42])[F:43])[CH:36]=2)=[O:31])[CH:3]=1. The yield is 0.880.